Dataset: Forward reaction prediction with 1.9M reactions from USPTO patents (1976-2016). Task: Predict the product of the given reaction. Given the reactants C(OC([NH:11][C@:12]1([C:19]([O:21][CH2:22][CH3:23])=[O:20])[CH2:17][C:16](=[O:18])[NH:15][C:13]1=[O:14])=O)C1C=CC=CC=1.O.[H][H], predict the reaction product. The product is: [NH2:11][C@:12]1([C:19]([O:21][CH2:22][CH3:23])=[O:20])[CH2:17][C:16](=[O:18])[NH:15][C:13]1=[O:14].